This data is from Forward reaction prediction with 1.9M reactions from USPTO patents (1976-2016). The task is: Predict the product of the given reaction. (1) Given the reactants [C:1]([C:5]([C:13]1[CH:18]=[CH:17][CH:16]=[CH:15][CH:14]=1)([OH:12])[C:6]#[C:7][Si](C)(C)C)([CH3:4])([CH3:3])[CH3:2].C([O-])([O-])=O.[K+].[K+], predict the reaction product. The product is: [C:1]([C:5]([C:13]1[CH:14]=[CH:15][CH:16]=[CH:17][CH:18]=1)([OH:12])[C:6]#[CH:7])([CH3:4])([CH3:2])[CH3:3]. (2) Given the reactants [NH2:1][C:2]1[CH:3]=[C:4]([CH:7]=[CH:8][CH:9]=1)[C:5]#[N:6].Cl.N([O-])=O.[Na+].[N-:15]=[N+:16]=[N-].[Na+], predict the reaction product. The product is: [N:1]([C:2]1[CH:3]=[C:4]([CH:7]=[CH:8][CH:9]=1)[C:5]#[N:6])=[N+:15]=[N-:16]. (3) Given the reactants [Cl:1][C:2]1[CH:3]=[CH:4][C:5]([O:26][CH2:27][CH:28]([CH3:30])[CH3:29])=[C:6]([CH2:8][N:9]2[C:13]([CH3:14])=[CH:12][C:11]([NH:15][C:16](=[O:25])[C:17]3[CH:22]=[CH:21][CH:20]=[C:19]([CH:23]=O)[CH:18]=3)=[N:10]2)[CH:7]=1.[CH3:31][NH:32][CH3:33].O.C(O)(=O)C.[Na].Cl, predict the reaction product. The product is: [ClH:1].[Cl:1][C:2]1[CH:3]=[CH:4][C:5]([O:26][CH2:27][CH:28]([CH3:30])[CH3:29])=[C:6]([CH2:8][N:9]2[C:13]([CH3:14])=[CH:12][C:11]([NH:15][C:16](=[O:25])[C:17]3[CH:22]=[CH:21][CH:20]=[C:19]([CH2:23][N:32]([CH3:33])[CH3:31])[CH:18]=3)=[N:10]2)[CH:7]=1. (4) Given the reactants O.O.[Sn](Cl)Cl.[Cl:6][C:7]1[CH:8]=[C:9]2[C:15]([N+:16]([O-])=O)=[CH:14][NH:13][C:10]2=[N:11][CH:12]=1.[OH-].[Na+], predict the reaction product. The product is: [Cl:6][C:7]1[CH:8]=[C:9]2[C:15]([NH2:16])=[CH:14][NH:13][C:10]2=[N:11][CH:12]=1. (5) Given the reactants [Si]([O:8][CH2:9][C:10]1([CH3:42])[S:16][CH2:15][CH2:14][N:13]2[C:17]([C:20]3([C:23]4[CH:28]=[CH:27][C:26]([C:29]5[CH:34]=[CH:33][C:32]([C:35]([N:37]6[CH2:41][CH2:40][CH2:39][CH2:38]6)=[O:36])=[CH:31][CH:30]=5)=[CH:25][CH:24]=4)[CH2:22][CH2:21]3)=[N:18][N:19]=[C:12]2[CH2:11]1)(C(C)(C)C)(C)C.Cl, predict the reaction product. The product is: [CH3:42][C:10]1([CH2:9][OH:8])[S:16][CH2:15][CH2:14][N:13]2[C:17]([C:20]3([C:23]4[CH:24]=[CH:25][C:26]([C:29]5[CH:34]=[CH:33][C:32]([C:35]([N:37]6[CH2:41][CH2:40][CH2:39][CH2:38]6)=[O:36])=[CH:31][CH:30]=5)=[CH:27][CH:28]=4)[CH2:22][CH2:21]3)=[N:18][N:19]=[C:12]2[CH2:11]1. (6) The product is: [NH:27]1[CH:28]=[CH:29][N:30]=[C:26]1[CH2:25][N:16]([CH2:15][C:12]1[CH:13]=[CH:14][C:9]([CH2:8][NH:7][CH2:31][CH2:32][CH2:33][CH2:34][N:35]([CH2:36][CH2:37][CH3:38])[CH2:39][CH2:40][CH3:41])=[CH:10][CH:11]=1)[CH2:17][C:18]1[CH:23]=[CH:22][C:21]([CH3:24])=[CH:20][N:19]=1. Given the reactants C(OC(=O)[N:7]([CH2:31][CH2:32][CH2:33][CH2:34][N:35]([CH2:39][CH2:40][CH3:41])[CH2:36][CH2:37][CH3:38])[CH2:8][C:9]1[CH:14]=[CH:13][C:12]([CH2:15][N:16]([CH2:25][C:26]2[NH:27][CH:28]=[CH:29][N:30]=2)[CH2:17][C:18]2[CH:23]=[CH:22][C:21]([CH3:24])=[CH:20][N:19]=2)=[CH:11][CH:10]=1)(C)(C)C.Cl.C(OCC)C, predict the reaction product.